From a dataset of Full USPTO retrosynthesis dataset with 1.9M reactions from patents (1976-2016). Predict the reactants needed to synthesize the given product. (1) Given the product [N+:1]([C:4]1[CH:9]=[CH:8][CH:7]=[CH:6][C:5]=1[S:10]([N:14]1[CH2:21][CH2:20][CH2:19][C@H:15]1[C:16]([OH:18])=[O:17])(=[O:12])=[O:11])([O-:3])=[O:2], predict the reactants needed to synthesize it. The reactants are: [N+:1]([C:4]1[CH:9]=[CH:8][CH:7]=[CH:6][C:5]=1[S:10](Cl)(=[O:12])=[O:11])([O-:3])=[O:2].[NH:14]1[CH2:21][CH2:20][CH2:19][C@H:15]1[C:16]([OH:18])=[O:17].[OH-].[Na+].C(=O)([O-])[O-].[Na+].[Na+]. (2) Given the product [C:35]([O:34][C:32](=[O:33])[NH:31][CH:24]([CH:25]1[CH2:30][CH2:29][CH2:28][CH2:27][CH2:26]1)[C:23]([N:20]1[CH2:21][CH2:22][CH:6]2[N:5]([C:3](=[O:2])[CH2:46][C:40]3[CH:45]=[CH:44][CH:43]=[CH:42][CH:41]=3)[CH2:9][CH:8]([C:10]3[C:18]4[C:13](=[CH:14][C:15]([F:19])=[CH:16][CH:17]=4)[NH:12][CH:11]=3)[CH:7]12)=[O:39])([CH3:38])([CH3:37])[CH3:36], predict the reactants needed to synthesize it. The reactants are: C[O:2][C:3]([N:5]1[CH2:9][CH:8]([C:10]2[C:18]3[C:13](=[CH:14][C:15]([F:19])=[CH:16][CH:17]=3)[NH:12][CH:11]=2)[CH:7]2[N:20]([C:23](=[O:39])[CH:24]([NH:31][C:32]([O:34][C:35]([CH3:38])([CH3:37])[CH3:36])=[O:33])[CH:25]3[CH2:30][CH2:29][CH2:28][CH2:27][CH2:26]3)[CH2:21][CH2:22][CH:6]12)=O.[C:40]1([CH2:46]C(Cl)=O)[CH:45]=[CH:44][CH:43]=[CH:42][CH:41]=1. (3) Given the product [Br:28][C:29]1[C:34]([O:35][CH2:36][CH3:37])=[C:33]([CH2:38][N:17]2[CH2:16][C:15]3([CH2:26][C:12]([N:9]4[CH2:10][CH2:11][C:6]([CH3:27])([C:4]([O:3][CH2:1][CH3:2])=[O:5])[CH2:7][CH2:8]4)=[N:13][O:14]3)[CH2:18]2)[CH:32]=[C:31]([CH:40]2[CH2:42][CH2:41]2)[C:30]=1[C:43]1[CH:48]=[CH:47][C:46]([F:49])=[CH:45][CH:44]=1, predict the reactants needed to synthesize it. The reactants are: [CH2:1]([O:3][C:4]([C:6]1([CH3:27])[CH2:11][CH2:10][N:9]([C:12]2[CH2:26][C:15]3([CH2:18][N:17](C(OC(C)(C)C)=O)[CH2:16]3)[O:14][N:13]=2)[CH2:8][CH2:7]1)=[O:5])[CH3:2].[Br:28][C:29]1[C:34]([O:35][CH2:36][CH3:37])=[C:33]([CH:38]=O)[CH:32]=[C:31]([CH:40]2[CH2:42][CH2:41]2)[C:30]=1[C:43]1[CH:48]=[CH:47][C:46]([F:49])=[CH:45][CH:44]=1. (4) The reactants are: O.[OH-].[Li+].[F:4][CH2:5][CH:6]([O:9][C:10]1[CH:11]=[C:12]([CH:17]=[C:18]([O:20][CH2:21][C:22]2[CH:27]=[CH:26][CH:25]=[CH:24][CH:23]=2)[CH:19]=1)[C:13]([O:15]C)=[O:14])[CH2:7][F:8]. Given the product [F:4][CH2:5][CH:6]([O:9][C:10]1[CH:11]=[C:12]([CH:17]=[C:18]([O:20][CH2:21][C:22]2[CH:23]=[CH:24][CH:25]=[CH:26][CH:27]=2)[CH:19]=1)[C:13]([OH:15])=[O:14])[CH2:7][F:8], predict the reactants needed to synthesize it. (5) Given the product [NH2:1][C:4]1[CH:9]=[C:8]([C:10]2[N:14]3[CH:15]=[CH:16][C:17]([C:19]4[CH:20]=[CH:21][N:22]=[CH:23][CH:24]=4)=[CH:18][C:13]3=[N:12][CH:11]=2)[CH:7]=[CH:6][C:5]=1[CH2:25][C:26]([NH:28][C:29]1[CH:34]=[C:33]([C:35]([F:36])([F:38])[F:37])[CH:32]=[CH:31][N:30]=1)=[O:27], predict the reactants needed to synthesize it. The reactants are: [N+:1]([C:4]1[CH:9]=[C:8]([C:10]2[N:14]3[CH:15]=[CH:16][C:17]([C:19]4[CH:24]=[CH:23][N:22]=[CH:21][CH:20]=4)=[CH:18][C:13]3=[N:12][CH:11]=2)[CH:7]=[CH:6][C:5]=1[CH2:25][C:26]([NH:28][C:29]1[CH:34]=[C:33]([C:35]([F:38])([F:37])[F:36])[CH:32]=[CH:31][N:30]=1)=[O:27])([O-])=O.C([O-])=O.[NH4+]. (6) The reactants are: C([Li])(C)(C)C.Br[C:7]1[CH:12]=[CH:11][C:10]([O:13][CH3:14])=[C:9]([Cl:15])[CH:8]=1.[C:16]([C:18]1[C:23]([C:24]([C:32]2[CH:37]=[CH:36][CH:35]=[C:34]([O:38][CH2:39][CH2:40][CH2:41][F:42])[CH:33]=2)=[N:25]S(C(C)(C)C)=O)=[CH:22][CH:21]=[CH:20][N:19]=1)#[N:17].Cl.CO. Given the product [Cl:15][C:9]1[CH:8]=[C:7]([C:24]2([C:32]3[CH:37]=[CH:36][CH:35]=[C:34]([O:38][CH2:39][CH2:40][CH2:41][F:42])[CH:33]=3)[C:23]3[C:18](=[N:19][CH:20]=[CH:21][CH:22]=3)[C:16]([NH2:17])=[N:25]2)[CH:12]=[CH:11][C:10]=1[O:13][CH3:14], predict the reactants needed to synthesize it. (7) The reactants are: [CH2:1]([O:3][C:4](=[O:19])[CH:5]=[C:6]([CH2:10][C:11]1[CH:16]=[CH:15][CH:14]=[C:13]([O:17][CH3:18])[CH:12]=1)[CH:7]([CH3:9])[CH3:8])[CH3:2].[H][H]. Given the product [CH3:9][CH:7]([CH3:8])[CH:6]([CH2:10][C:11]1[CH:16]=[CH:15][CH:14]=[C:13]([O:17][CH3:18])[CH:12]=1)[CH2:5][C:4]([O:3][CH2:1][CH3:2])=[O:19], predict the reactants needed to synthesize it. (8) Given the product [CH3:8][C:9]1[CH:14]=[C:13]([C:15]2[NH:24][C:23](=[O:25])[C:22]3[C:17](=[CH:18][C:19]([F:27])=[CH:20][C:21]=3[O:5][CH2:4][CH2:3][O:2][CH3:1])[N:16]=2)[CH:12]=[C:11]([CH3:28])[N:10]=1, predict the reactants needed to synthesize it. The reactants are: [CH3:1][O:2][CH2:3][CH2:4][OH:5].[H-].[Na+].[CH3:8][C:9]1[CH:14]=[C:13]([C:15]2[NH:24][C:23](=[O:25])[C:22]3[C:17](=[CH:18][C:19]([F:27])=[CH:20][C:21]=3F)[N:16]=2)[CH:12]=[C:11]([CH3:28])[N:10]=1.O. (9) Given the product [CH3:38][O:39][C:40](=[O:59])[C@@H:41]([NH:51][C:52]([O:54][C:55]([CH3:57])([CH3:56])[CH3:58])=[O:53])[CH2:42][C:43]1[CH:48]=[CH:47][C:46]([O:9][CH:8]([C:10]2[CH:11]=[CH:12][C:13]([O:16][CH2:17][C:18]3[CH:23]=[CH:22][C:21]([Cl:24])=[C:20]([Cl:25])[CH:19]=3)=[CH:14][CH:15]=2)[CH2:7][O:6][Si:5]([C:1]([CH3:4])([CH3:2])[CH3:3])([C:32]2[CH:37]=[CH:36][CH:35]=[CH:34][CH:33]=2)[C:26]2[CH:27]=[CH:28][CH:29]=[CH:30][CH:31]=2)=[C:45]([Br:50])[CH:44]=1, predict the reactants needed to synthesize it. The reactants are: [C:1]([Si:5]([C:32]1[CH:37]=[CH:36][CH:35]=[CH:34][CH:33]=1)([C:26]1[CH:31]=[CH:30][CH:29]=[CH:28][CH:27]=1)[O:6][CH2:7][CH:8]([C:10]1[CH:15]=[CH:14][C:13]([O:16][CH2:17][C:18]2[CH:23]=[CH:22][C:21]([Cl:24])=[C:20]([Cl:25])[CH:19]=2)=[CH:12][CH:11]=1)[OH:9])([CH3:4])([CH3:3])[CH3:2].[CH3:38][O:39][C:40](=[O:59])[C@@H:41]([NH:51][C:52]([O:54][C:55]([CH3:58])([CH3:57])[CH3:56])=[O:53])[CH2:42][C:43]1[CH:48]=[CH:47][C:46](O)=[C:45]([Br:50])[CH:44]=1.C1(P(C2C=CC=CC=2)C2C=CC=CC=2)C=CC=CC=1.CC(OC(/N=N/C(OC(C)C)=O)=O)C.